From a dataset of Forward reaction prediction with 1.9M reactions from USPTO patents (1976-2016). Predict the product of the given reaction. (1) Given the reactants [C:1]([O:5][C:6]([N:8]1[CH2:13][CH2:12][N:11]([C:14]([O:16][C:17]([CH3:20])([CH3:19])[CH3:18])=[O:15])[CH2:10][CH:9]1C(O)=O)=[O:7])([CH3:4])([CH3:3])[CH3:2].CC[N:26]([CH2:29]C)CC.ClC(OCC)=[O:33].[NH4+].[OH-], predict the reaction product. The product is: [C:29]([CH:9]1[CH2:10][N:11]([C:14]([O:16][C:17]([CH3:20])([CH3:19])[CH3:18])=[O:15])[CH2:12][CH2:13][N:8]1[C:6]([O:5][C:1]([CH3:2])([CH3:3])[CH3:4])=[O:7])(=[O:33])[NH2:26]. (2) Given the reactants C([O:3][C:4](=[O:18])[CH2:5][O:6][C:7]1[CH:12]=[CH:11][C:10]([Br:13])=[CH:9][C:8]=1[C:14](=O)[CH2:15]Br)C.[CH3:19][O:20][C:21]1[CH:29]=[CH:28][C:24]([C:25]([NH2:27])=[O:26])=[CH:23][CH:22]=1, predict the reaction product. The product is: [Br:13][C:10]1[CH:11]=[CH:12][C:7]([O:6][CH2:5][C:4]([OH:3])=[O:18])=[C:8]([C:14]2[N:27]=[C:25]([C:24]3[CH:28]=[CH:29][C:21]([O:20][CH3:19])=[CH:22][CH:23]=3)[O:26][CH:15]=2)[CH:9]=1.